This data is from NCI-60 drug combinations with 297,098 pairs across 59 cell lines. The task is: Regression. Given two drug SMILES strings and cell line genomic features, predict the synergy score measuring deviation from expected non-interaction effect. (1) Drug 1: C1=CC(=CC=C1CCCC(=O)O)N(CCCl)CCCl. Drug 2: CC1C(C(CC(O1)OC2CC(CC3=C2C(=C4C(=C3O)C(=O)C5=C(C4=O)C(=CC=C5)OC)O)(C(=O)CO)O)N)O.Cl. Cell line: NCI-H322M. Synergy scores: CSS=43.9, Synergy_ZIP=5.39, Synergy_Bliss=4.95, Synergy_Loewe=-22.3, Synergy_HSA=5.42. (2) Drug 1: C1=CC(=C2C(=C1NCCNCCO)C(=O)C3=C(C=CC(=C3C2=O)O)O)NCCNCCO. Drug 2: CC12CCC3C(C1CCC2OP(=O)(O)O)CCC4=C3C=CC(=C4)OC(=O)N(CCCl)CCCl.[Na+]. Cell line: SN12C. Synergy scores: CSS=42.2, Synergy_ZIP=-1.62, Synergy_Bliss=-1.84, Synergy_Loewe=-3.22, Synergy_HSA=0.0698.